The task is: Predict the product of the given reaction.. This data is from Forward reaction prediction with 1.9M reactions from USPTO patents (1976-2016). (1) Given the reactants FC(F)(C(F)(F)F)COC(=O)OCC(F)(F)C(F)(F)F.FC(F)(C(F)(F)F)C[NH:24][C:25](=[O:47])[O:26][CH2:27][CH:28]1[CH:33]=[CH:32][CH2:31][CH:30]([CH2:34][O:35][C:36](=[O:46])[NH:37]CC(F)(F)C(F)(F)F)[CH2:29]1, predict the reaction product. The product is: [C:36](=[O:46])([O:35][CH2:34][CH:30]1[CH:31]=[CH:32][CH2:33][CH:28]([CH2:27][O:26][C:25](=[O:47])[NH2:24])[CH2:29]1)[NH2:37]. (2) Given the reactants C(=O)([O-])O.[Na+].Cl.[NH2:7][OH:8].[CH3:9][C:10]1[N:15]=[C:14]([C:16]#[N:17])[CH:13]=[C:12]([C:18]2[CH:23]=[CH:22][CH:21]=[CH:20][CH:19]=2)[N:11]=1, predict the reaction product. The product is: [CH3:9][C:10]1[N:15]=[C:14]([C:16](=[N:7][OH:8])[NH2:17])[CH:13]=[C:12]([C:18]2[CH:23]=[CH:22][CH:21]=[CH:20][CH:19]=2)[N:11]=1. (3) The product is: [Cl:1][C:2]1[CH:3]=[CH:4][C:5]([O:22][CH2:24][C:25]2[CH:30]=[C:29]([F:31])[CH:28]=[CH:27][C:26]=2[F:32])=[C:6]([CH:21]=1)[C:7]([NH:9][C@H:10]([C:12]1[CH:20]=[CH:19][C:15]([C:16]([O:18][CH3:33])=[O:17])=[CH:14][CH:13]=1)[CH3:11])=[O:8]. Given the reactants [Cl:1][C:2]1[CH:3]=[CH:4][C:5]([OH:22])=[C:6]([CH:21]=1)[C:7]([NH:9][C@H:10]([C:12]1[CH:20]=[CH:19][C:15]([C:16]([O-:18])=[O:17])=[CH:14][CH:13]=1)[CH3:11])=[O:8].Br[CH2:24][C:25]1[CH:30]=[C:29]([F:31])[CH:28]=[CH:27][C:26]=1[F:32].[C:33](=O)([O-])[O-].[K+].[K+].O, predict the reaction product. (4) Given the reactants C(OC([NH:11][C@@H:12]([CH2:18][CH2:19][C:20](=[O:37])[N:21]1[CH2:36][CH2:35][C:24]2([CH2:28][N:27]([C:29]3[CH:34]=[CH:33][N:32]=[CH:31][CH:30]=3)[CH2:26][CH2:25]2)[CH2:23][CH2:22]1)[C:13]([O:15][CH2:16][CH3:17])=[O:14])=O)C1C=CC=CC=1, predict the reaction product. The product is: [NH2:11][C@@H:12]([CH2:18][CH2:19][C:20](=[O:37])[N:21]1[CH2:22][CH2:23][C:24]2([CH2:28][N:27]([C:29]3[CH:34]=[CH:33][N:32]=[CH:31][CH:30]=3)[CH2:26][CH2:25]2)[CH2:35][CH2:36]1)[C:13]([O:15][CH2:16][CH3:17])=[O:14]. (5) Given the reactants [CH2:1]([C:3]([C:21]1[CH:26]=[CH:25][C:24]([OH:27])=[C:23]([CH3:28])[CH:22]=1)([C:6]1[CH:11]=[CH:10][C:9](/[CH:12]=[CH:13]/[C:14]2([OH:19])[CH2:18][CH2:17][CH2:16][CH2:15]2)=[C:8]([CH3:20])[CH:7]=1)[CH2:4][CH3:5])[CH3:2].C([O-])([O-])=O.[K+].[K+].[CH2:35]([O:37][C:38](=[O:45])[CH2:39][CH2:40][CH2:41][CH2:42][CH2:43]Br)[CH3:36].O, predict the reaction product. The product is: [CH2:35]([O:37][C:38](=[O:45])[CH2:39][CH2:40][CH2:41][CH2:42][CH2:43][O:27][C:24]1[CH:25]=[CH:26][C:21]([C:3]([CH2:4][CH3:5])([C:6]2[CH:11]=[CH:10][C:9](/[CH:12]=[CH:13]/[C:14]3([OH:19])[CH2:18][CH2:17][CH2:16][CH2:15]3)=[C:8]([CH3:20])[CH:7]=2)[CH2:1][CH3:2])=[CH:22][C:23]=1[CH3:28])[CH3:36].